From a dataset of Peptide-MHC class I binding affinity with 185,985 pairs from IEDB/IMGT. Regression. Given a peptide amino acid sequence and an MHC pseudo amino acid sequence, predict their binding affinity value. This is MHC class I binding data. (1) The peptide sequence is LIGFALFGV. The MHC is HLA-A03:01 with pseudo-sequence HLA-A03:01. The binding affinity (normalized) is 0.213. (2) The peptide sequence is PWDEWVVEV. The MHC is Mamu-B8701 with pseudo-sequence Mamu-B8701. The binding affinity (normalized) is 0.283. (3) The binding affinity (normalized) is 0.0847. The MHC is HLA-A31:01 with pseudo-sequence HLA-A31:01. The peptide sequence is WYETVKVNY. (4) The peptide sequence is RQFPTAFED. The MHC is Mamu-B3901 with pseudo-sequence Mamu-B3901. The binding affinity (normalized) is 0.0926.